Dataset: Reaction yield outcomes from USPTO patents with 853,638 reactions. Task: Predict the reaction yield, written as a fraction of the theoretical maximum amount of product (1.0 means a 100% yield; for example, 0.34 means a 34% yield). The reactants are [NH2:1][C:2]1[CH:7]=[CH:6][C:5]([C:8]2([C:11]([O:13][CH3:14])=[O:12])[CH2:10][CH2:9]2)=[CH:4][C:3]=1[C:15]#[C:16][Si](C)(C)C. The catalyst is CN(C=O)C.[Cu]I. The product is [NH:1]1[C:2]2[C:3](=[CH:4][C:5]([C:8]3([C:11]([O:13][CH3:14])=[O:12])[CH2:10][CH2:9]3)=[CH:6][CH:7]=2)[CH:15]=[CH:16]1. The yield is 0.510.